Regression/Classification. Given a drug SMILES string, predict its absorption, distribution, metabolism, or excretion properties. Task type varies by dataset: regression for continuous measurements (e.g., permeability, clearance, half-life) or binary classification for categorical outcomes (e.g., BBB penetration, CYP inhibition). For this dataset (solubility_aqsoldb), we predict Y. From a dataset of Aqueous solubility values for 9,982 compounds from the AqSolDB database. (1) The compound is CCCCCCCCOC(=O)CCCCCCC. The Y is -6.71 log mol/L. (2) The drug is CCOc1ccccc1/C=C/C(=O)[O-]. The Y is -3.32 log mol/L. (3) The molecule is CNC(=O)C(C)(C(C)C)C(C)C. The Y is -1.39 log mol/L. (4) The compound is CCC1(C2=CCC3CCC2C3)C(=O)NC(=O)NC1=O. The Y is -2.70 log mol/L. (5) The compound is CC(=O)N(c1onc(C)c1C)S(=O)(=O)c1ccc(N)cc1. The Y is -3.59 log mol/L. (6) The Y is -4.54 log mol/L. The drug is CCCC[Sn+2]CCCC.O=C([O-])/C=C/C(=O)[O-]. (7) The drug is Clc1ccc(-c2c(Cl)c(Cl)cc(Cl)c2Cl)c(Cl)c1Cl. The Y is -8.42 log mol/L. (8) The molecule is COc1ccc(OC)c([N+](=O)[O-])c1. The Y is -3.02 log mol/L.